This data is from Catalyst prediction with 721,799 reactions and 888 catalyst types from USPTO. The task is: Predict which catalyst facilitates the given reaction. (1) Reactant: [NH2:1][C:2]1[C:7]([CH2:8][OH:9])=[CH:6][CH:5]=[CH:4][N:3]=1.[Br:10]N1C(=O)CCC1=O.Cl[CH2:19][C:20](=O)[CH3:21]. Product: [Br:10][C:5]1[CH:6]=[C:7]([CH2:8][OH:9])[C:2]2[N:3]([CH:19]=[C:20]([CH3:21])[N:1]=2)[CH:4]=1. The catalyst class is: 23. (2) Reactant: C[O:2][C:3](=O)[CH:4]=[CH:5][C:6](=[C:11]([NH:13][CH2:14][CH:15]1[CH2:19][CH2:18][CH2:17][CH2:16]1)[CH3:12])[C:7]([O:9][CH3:10])=[O:8].C[O-].[Na+].[Br:24]N1C(=O)CCC1=O. Product: [CH3:10][O:9][C:7]([C:6]1[CH:5]=[C:4]([Br:24])[C:3](=[O:2])[N:13]([CH2:14][CH:15]2[CH2:19][CH2:18][CH2:17][CH2:16]2)[C:11]=1[CH3:12])=[O:8]. The catalyst class is: 5. (3) The catalyst class is: 179. Product: [Br:8][C:9]1[CH:10]=[CH:11][C:12]2[O:17][C:2]([C:3]([NH2:26])=[O:5])=[CH:14][C:13]=2[CH:16]=1. Reactant: Br[CH2:2][C:3]([O:5]CC)=O.[Br:8][C:9]1[CH:10]=[CH:11][C:12]([OH:17])=[C:13]([CH:16]=1)[CH:14]=O.C(=O)([O-])[O-].[K+].[K+].C([NH2:26])=O.C[O-].[Na+].